This data is from Forward reaction prediction with 1.9M reactions from USPTO patents (1976-2016). The task is: Predict the product of the given reaction. (1) Given the reactants [CH3:1][C:2]1[C:3]([NH2:9])=[N:4][C:5]([CH3:8])=[CH:6][CH:7]=1.NO.CC1C=C(C)C=C(C)C=1S([O-])(=O)=O.C1CC[N:33]2[C:28](=NCCC2)[CH2:27]C1.COC(=O)C[Cl:40], predict the reaction product. The product is: [Cl:40][CH2:27][C:28]1[N:9]=[C:3]2[C:2]([CH3:1])=[CH:7][CH:6]=[C:5]([CH3:8])[N:4]2[N:33]=1. (2) The product is: [OH:10][C:8]([C:5]1[CH:4]=[CH:3][C:2]([C:63]([O:76][CH3:75])=[O:64])=[N:7][CH:6]=1)([C:11]1[S:12][C:13]([C:16]2[CH:21]=[C:20]([NH:22][C:23]3[N:28]=[C:27]([C:29]([F:32])([F:31])[F:30])[CH:26]=[CH:25][N:24]=3)[CH:19]=[C:18]([CH3:33])[CH:17]=2)=[CH:14][N:15]=1)[CH3:9]. Given the reactants Br[C:2]1[N:7]=[CH:6][C:5]([C:8]([C:11]2[S:12][C:13]([C:16]3[CH:21]=[C:20]([NH:22][C:23]4[N:28]=[C:27]([C:29]([F:32])([F:31])[F:30])[CH:26]=[CH:25][N:24]=4)[CH:19]=[C:18]([CH3:33])[CH:17]=3)=[CH:14][N:15]=2)([OH:10])[CH3:9])=[CH:4][CH:3]=1.C1(P(C2C=CC=CC=2)CCCP(C2C=CC=CC=2)C2C=CC=CC=2)C=CC=CC=1.[CH3:63][OH:64].C(N(CC)CC)C.CN([CH:75]=[O:76])C, predict the reaction product.